This data is from Full USPTO retrosynthesis dataset with 1.9M reactions from patents (1976-2016). The task is: Predict the reactants needed to synthesize the given product. (1) Given the product [CH:1]([C:4]1[CH:5]=[CH:6][C:7]([C:10]2[S:11][CH:12]=[C:13]([C:15]3[CH:16]=[C:17]([CH:22]=[CH:23][CH:24]=3)[C:18]([OH:20])=[O:19])[N:14]=2)=[CH:8][CH:9]=1)([CH3:3])[CH3:2], predict the reactants needed to synthesize it. The reactants are: [CH:1]([C:4]1[CH:9]=[CH:8][C:7]([C:10]2[S:11][CH:12]=[C:13]([C:15]3[CH:16]=[C:17]([CH:22]=[CH:23][CH:24]=3)[C:18]([O:20]C)=[O:19])[N:14]=2)=[CH:6][CH:5]=1)([CH3:3])[CH3:2].[Li+].[OH-]. (2) Given the product [Br:1][C:2]1[N:3]2[C:16](=[O:17])[CH:15]=[C:14]([CH2:13][Cl:12])[N:11]=[C:4]2[S:5][C:6]=1[C:7]([F:10])([F:8])[F:9], predict the reactants needed to synthesize it. The reactants are: [Br:1][C:2]1[N:3]=[C:4]([NH2:11])[S:5][C:6]=1[C:7]([F:10])([F:9])[F:8].[Cl:12][CH2:13][C:14](=O)[CH2:15][C:16](OCC)=[O:17]. (3) Given the product [CH3:1][O:2][C:3](=[O:4])[NH:5][C@H:6]([C:7]([N:52]1[CH2:53][C:49]([F:48])([F:95])[CH2:50][C@H:51]1[C:54]1[NH:55][C:56]([C:59]2[CH:64]=[N:63][C:62]([C:65]3[CH:70]=[CH:69][C:68]([C:71]4[N:72]=[C:73]([C@@H:76]5[CH2:88][N:86]6[C:87]7[CH:79]([C@@H:80]([NH:89][C:90]([O:91][CH3:92])=[O:93])[CH2:81][CH2:82][C:83]=7[CH:84]=[CH:85]6)[C:78](=[O:94])[CH2:77]5)[NH:74][CH:75]=4)=[CH:67][CH:66]=3)=[N:61][CH:60]=2)=[CH:57][N:58]=1)=[O:9])[C@@H:10]([CH3:13])[CH2:11][CH3:12], predict the reactants needed to synthesize it. The reactants are: [CH3:1][O:2][C:3]([NH:5][C@@H:6]([C@@H:10]([CH3:13])[CH2:11][CH3:12])[C:7]([OH:9])=O)=[O:4].CN(C(ON1N=NC2C=CC=NC1=2)=[N+](C)C)C.F[P-](F)(F)(F)(F)F.CCN(C(C)C)C(C)C.Cl.[F:48][C:49]1([F:95])[CH2:53][NH:52][C@H:51]([C:54]2[NH:55][C:56]([C:59]3[CH:60]=[N:61][C:62]([C:65]4[CH:70]=[CH:69][C:68]([C:71]5[N:72]=[C:73]([C@@H:76]6[CH2:88][N:86]7[C:87]8[CH:79]([C@@H:80]([NH:89][C:90](=[O:93])[O:91][CH3:92])[CH2:81][CH2:82][C:83]=8[CH:84]=[CH:85]7)[C:78](=[O:94])[CH2:77]6)[NH:74][CH:75]=5)=[CH:67][CH:66]=4)=[N:63][CH:64]=3)=[CH:57][N:58]=2)[CH2:50]1. (4) Given the product [CH3:4][CH:12]([C:11](=[O:16])[CH2:10][CH:9]([CH3:17])[CH3:8])[C:13](=[O:15])[CH3:14], predict the reactants needed to synthesize it. The reactants are: [H-].[Na+].O1CCC[CH2:4]1.[CH3:8][CH:9]([CH3:17])[CH2:10][C:11](=[O:16])[CH2:12][C:13](=[O:15])[CH3:14].IC. (5) Given the product [Cl:1][C:2]1[CH:7]=[CH:6][C:5]([C@H:8]2[C@@H:13]([C:14]3[CH:19]=[CH:18][C:17]([Cl:20])=[CH:16][CH:15]=3)[N:12]([C@H:21]([CH2:27][CH2:28][CH3:29])[C:22]([O:24][CH2:25][CH3:26])=[O:23])[C:11](=[O:30])[C@H:10]([CH2:32][C:33]3[CH:40]=[CH:39][C:38]([F:41])=[CH:37][C:34]=3[C:35]#[N:36])[O:9]2)=[CH:4][CH:3]=1, predict the reactants needed to synthesize it. The reactants are: [Cl:1][C:2]1[CH:7]=[CH:6][C:5]([C@H:8]2[C@@H:13]([C:14]3[CH:19]=[CH:18][C:17]([Cl:20])=[CH:16][CH:15]=3)[N:12]([C@H:21]([CH2:27][CH2:28][CH3:29])[C:22]([O:24][CH2:25][CH3:26])=[O:23])[C:11](=[O:30])[CH2:10][O:9]2)=[CH:4][CH:3]=1.Br[CH2:32][C:33]1[CH:40]=[CH:39][C:38]([F:41])=[CH:37][C:34]=1[C:35]#[N:36]. (6) Given the product [Cl:1][C:2]1[N:7]([CH2:8][C:9]2[CH:16]=[CH:15][CH:14]=[CH:13][C:10]=2[C:11]#[N:12])[C:6](=[O:17])[N:5]([CH3:24])[C:4](=[O:18])[CH:3]=1, predict the reactants needed to synthesize it. The reactants are: [Cl:1][C:2]1[N:7]([CH2:8][C:9]2[CH:16]=[CH:15][CH:14]=[CH:13][C:10]=2[C:11]#[N:12])[C:6](=[O:17])[NH:5][C:4](=[O:18])[CH:3]=1.[H-].[Na+].[Li+].[Br-].I[CH3:24]. (7) Given the product [CH2:15]([O:14][C:12](=[O:13])[C:11](=[O:17])[CH2:10][C:9]([C:5]1[CH:6]=[CH:7][CH:8]=[C:3]([O:2][CH3:1])[CH:4]=1)([CH3:19])[CH3:18])[CH3:16], predict the reactants needed to synthesize it. The reactants are: [CH3:1][O:2][C:3]1[CH:4]=[C:5]([C:9]([CH3:19])([CH3:18])[CH2:10][CH:11]([OH:17])[C:12]([O:14][CH2:15][CH3:16])=[O:13])[CH:6]=[CH:7][CH:8]=1.CS(C)=O.C(N(CC)CC)C. (8) Given the product [F:1][C:2]1[CH:10]=[CH:9][CH:8]=[C:7]2[C:3]=1[C:4]([NH2:29])=[N:5][C:6]2([C:23]1[CH:24]=[CH:25][N:26]=[CH:27][CH:28]=1)[C:11]1[CH:16]=[CH:15][CH:14]=[C:13]([C:17]2[CH:22]=[N:21][CH:20]=[N:19][CH:18]=2)[CH:12]=1, predict the reactants needed to synthesize it. The reactants are: [F:1][C:2]1[CH:10]=[CH:9][CH:8]=[C:7]2[C:3]=1[C:4]([NH2:29])=[N:5][C:6]2([C:23]1[CH:28]=[CH:27][N:26]=[CH:25][CH:24]=1)[C:11]1[CH:16]=[CH:15][CH:14]=[C:13]([C:17]2[CH:18]=[N:19][CH:20]=[N:21][CH:22]=2)[CH:12]=1.[F:1][C:2]1[CH:10]=[CH:9][CH:8]=[C:7]2[C:3]=1[C:4]([NH2:29])=[N:5][C:6]2([C:23]1[CH:24]=[CH:25][N:26]=[CH:27][CH:28]=1)[C:11]1[CH:16]=[CH:15][CH:14]=[C:13]([C:17]2[CH:22]=[N:21][CH:20]=[N:19][CH:18]=2)[CH:12]=1. (9) Given the product [F:36][C:32]1[CH:31]=[C:30]([C:4]([C:6]2[N:7]=[CH:8][N:9]([C:11]3[CH:12]=[C:13]([C:17]4[CH:22]=[CH:21][CH:20]=[CH:19][C:18]=4[O:23][C:24]([F:26])([F:27])[F:25])[CH:14]=[CH:15][CH:16]=3)[CH:10]=2)=[O:5])[CH:35]=[CH:34][CH:33]=1, predict the reactants needed to synthesize it. The reactants are: CON(C)[C:4]([C:6]1[N:7]=[CH:8][N:9]([C:11]2[CH:12]=[C:13]([C:17]3[CH:22]=[CH:21][CH:20]=[CH:19][C:18]=3[O:23][C:24]([F:27])([F:26])[F:25])[CH:14]=[CH:15][CH:16]=2)[CH:10]=1)=[O:5].Br[C:30]1[CH:35]=[CH:34][CH:33]=[C:32]([F:36])[CH:31]=1.